From a dataset of Drug-target binding data from BindingDB using IC50 measurements. Regression. Given a target protein amino acid sequence and a drug SMILES string, predict the binding affinity score between them. We predict pIC50 (pIC50 = -log10(IC50 in M); higher means more potent). Dataset: bindingdb_ic50. (1) The compound is C[C@H]1[C@H](NC(=O)/C(=N\OC(C)(C)C(=O)O)c2csc(N)n2)C(=O)N1S(=O)(=O)O. The target protein sequence is MSWIVLLIAGLLEVVWAIGLKYTHGFTRLTPSIITIAAMIVSIAMLSWAMRTLPVGTAYAVWTGIGAVGAAITGILLLGESASPARLLSLGLIVAGIIGLKLSTH. The pIC50 is 8.2. (2) The small molecule is Brc1ccc(CCNCc2cc3ccccc3nc2-c2ccsc2)cc1. The target protein (Q80SS6) has sequence MMTPNSTELSAIPMGVLGLSLALASLIVIANLLLALGIALDRHLRSPPAGCFFLSLLLAGLLTGLALPMLPGLWSRNHQGYWSCLLLHLTPNFCFLSLLANLLLVHGERYMAVLQPLRPHGSVRLALFLTWVSSLFFASLPALGWNHWSPDANCSSQAVFPAPYLYLEVYGLLLPAVGATALLSVRVLATAHRQLCEIRRLERAVCRDVPSTLARALTWRQARAQAGATLLFLLCWGPYVATLLLSVLAYERRPPLGPGTLLSLISLGSTSAAAVPVAMGLGDQRYTAPWRTAAQRCLRVLRGRAKRDNPGPSTAYHTSSQCSIDLDLN. The pIC50 is 5.0. (3) The drug is CCC1(O)C(=O)OCc2c1cc1n(c2=O)Cc2cc3cc(OCC(=O)O)ccc3nc2-1. The target protein (P11387) has sequence MSGDHLHNDSQIEADFRLNDSHKHKDKHKDREHRHKEHKKEKDREKSKHSNSEHKDSEKKHKEKEKTKHKDGSSEKHKDKHKDRDKEKRKEEKVRASGDAKIKKEKENGFSSPPQIKDEPEDDGYFVPPKEDIKPLKRPRDEDDADYKPKKIKTEDTKKEKKRKLEEEEDGKLKKPKNKDKDKKVPEPDNKKKKPKKEEEQKWKWWEEERYPEGIKWKFLEHKGPVFAPPYEPLPENVKFYYDGKVMKLSPKAEEVATFFAKMLDHEYTTKEIFRKNFFKDWRKEMTNEEKNIITNLSKCDFTQMSQYFKAQTEARKQMSKEEKLKIKEENEKLLKEYGFCIMDNHKERIANFKIEPPGLFRGRGNHPKMGMLKRRIMPEDIIINCSKDAKVPSPPPGHKWKEVRHDNKVTWLVSWTENIQGSIKYIMLNPSSRIKGEKDWQKYETARRLKKCVDKIRNQYREDWKSKEMKVRQRAVALYFIDKLALRAGNEKEEGETAD.... The pIC50 is 6.0. (4) The drug is CCCCSc1nc(N2CC(O)C2)c2[nH]c(=O)c(=O)n(Cc3ccc(F)cc3)c2n1. The target protein (Q836J0) has sequence MSNQEAIGLIDSGVGGLTVLKEALKQLPNERLIYLGDTARCPYGPRPAEQVVQFTWEMADFLLKKRIKMLVIACNTATAVALEEIKAALPIPVVGVILPGARAAVKVTKNNKIGVIGTLGTIKSASYEIAIKSKAPTIEVTSLDCPKFVPIVESNQYRSSVAKKIVAETLQALQLKGLDTLILGCTHYPLLRPVIQNVMGSHVTLIDSGAETVGEVSMLLDYFDIAHTPEAPTQPHEFYTTGSAKMFEEIASSWLGIENLKAQQIHLGGNEND. The pIC50 is 5.7. (5) The drug is COc1cc(N2CCNCC2)c(Cl)cc1-c1cnc(N)c(OC(C)c2cc(F)ccc2C(F)F)c1. The target protein (Q9UM73) has sequence MGAIGLLWLLPLLLSTAAVGSGMGTGQRAGSPAAGPPLQPREPLSYSRLQRKSLAVDFVVPSLFRVYARDLLLPPSSSELKAGRPEARGSLALDCAPLLRLLGPAPGVSWTAGSPAPAEARTLSRVLKGGSVRKLRRAKQLVLELGEEAILEGCVGPPGEAAVGLLQFNLSELFSWWIRQGEGRLRIRLMPEKKASEVGREGRLSAAIRASQPRLLFQIFGTGHSSLESPTNMPSPSPDYFTWNLTWIMKDSFPFLSHRSRYGLECSFDFPCELEYSPPLHDLRNQSWSWRRIPSEEASQMDLLDGPGAERSKEMPRGSFLLLNTSADSKHTILSPWMRSSSEHCTLAVSVHRHLQPSGRYIAQLLPHNEAAREILLMPTPGKHGWTVLQGRIGRPDNPFRVALEYISSGNRSLSAVDFFALKNCSEGTSPGSKMALQSSFTCWNGTVLQLGQACDFHQDCAQGEDESQMCRKLPVGFYCNFEDGFCGWTQGTLSPHTPQ.... The pIC50 is 6.2. (6) The compound is O=C(O)c1cc(O)c2c(c1)C(=O)c1cc(O)cc(O)c1C2=O. The target protein (P0A0I7) has sequence MKIFICEDDPKQRENMVTIIKNYIMIEEKPMEIALATDNPYEVLEQAKNMNDIGCYFLDIQLSTDINGIKLGSEIRKHDPVGNIIFVTSHSELTYLTFVYKVAAMDFIFKDDPAELRTRIIDCLETAHTRLQLLSKDNSVETIELKRGSNSVYVQYDDIMFFESSTKSHRLIAHLDNRQIEFYGNLKELSQLDDRFFRCHNSFVVNRHNIESIDSKERIVYFKNKEHCYASVRNVKKI. The pIC50 is 4.5. (7) The small molecule is CNC(=O)c1cc(Oc2ccc(NC(=O)Nc3ccc(Cl)c(C(F)(F)F)c3)cc2)ccn1. The target protein sequence is WSQPKTPVPAQRERAPVSGTQEKNKIRPRGQRDSSYYWEIEASEVMLSTRIGSGSFGTVYKGKWHGDVAVKILKVVDPTPEQFQAFRNEVAVLRKTRHVNILLFMGYMTKDNLAIVTQWCEGSSLYKHLHVQETKFQMFQLIDIARQTAQGMDYLHAKNIIHRDMKSNNIFLHEGLTVKIGDFGLATVKSRWSGSQQVEQPTGSVLWMAPEVIRMQDNNPFSFQSDVYSYGIVLYELMTGELPYSHINNRDQIIFMVGRGYASPDLSKLYKNCPKAMKRLVADCVKKVKEERPLFPQILSSIELLQHSLPKINRSASEPSLHRAAHTEDINACTLTTSPRLPVF. The pIC50 is 8.2.